Dataset: Full USPTO retrosynthesis dataset with 1.9M reactions from patents (1976-2016). Task: Predict the reactants needed to synthesize the given product. (1) Given the product [NH2:8][CH2:9][C:10]1[CH:11]=[C:12]([C:16]2[N:21]=[C:20]([C:22]([NH:24][C:25]3[CH:30]=[CH:29][CH:28]=[CH:27][C:26]=3[CH2:31][C:32]([OH:34])=[O:33])=[O:40])[CH:19]=[C:18]([OH:42])[CH:17]=2)[CH:13]=[CH:14][CH:15]=1, predict the reactants needed to synthesize it. The reactants are: C(OC([NH:8][CH2:9][C:10]1[CH:11]=[C:12]([C:16]2[N:21]=[C:20]([C:22]([NH:24][C:25]3[CH:30]=[CH:29][CH:28]=[CH:27][C:26]=3[CH2:31][C:32]([O:34]C(C)(C)C)=[O:33])=O)[CH:19]=[C:18](Cl)[CH:17]=2)[CH:13]=[CH:14][CH:15]=1)=O)(C)(C)C.[OH-:40].[K+].[O-:42]P([O-])([O-])=O.[K+].[K+].[K+]. (2) Given the product [C:31]([O:35][C:36](=[O:49])[CH2:37][O:38][C:39]1[CH:44]=[CH:43][C:42]([C:45]#[N:46])=[CH:41][C:40]=1[C:47]#[C:48][C:53]1[CH:54]=[C:55]([S:57]([CH3:60])(=[O:58])=[O:59])[CH:56]=[CH:51][C:52]=1[CH2:61][CH2:62][CH3:63])([CH3:34])([CH3:33])[CH3:32], predict the reactants needed to synthesize it. The reactants are: C(OC(=O)COC1C=CC(Cl)=CC=1C#CC1C=CC=C(S(CCC)(=O)=O)C=1)(C)(C)C.[C:31]([O:35][C:36](=[O:49])[CH2:37][O:38][C:39]1[CH:44]=[CH:43][C:42]([C:45]#[N:46])=[CH:41][C:40]=1[C:47]#[CH:48])([CH3:34])([CH3:33])[CH3:32].I[C:51]1[CH:56]=[C:55]([S:57]([CH3:60])(=[O:59])=[O:58])[CH:54]=[CH:53][C:52]=1[CH2:61][CH2:62][CH3:63]. (3) Given the product [Cl:8][C:9]1[S:16][C:15]2[C:14]3([CH:20]([C:21]4[CH:26]=[CH:25][CH:24]=[C:23]([Cl:27])[C:22]=4[F:28])[CH:19]([C:29]([NH:77][C:76]4[CH:78]=[CH:79][C:73]([O:72][CH2:71][CH2:70][OH:69])=[CH:74][C:75]=4[O:80][CH3:81])=[O:30])[NH:18][CH:17]3[CH2:32][C:33]([CH3:35])([CH3:36])[CH3:34])[C:13](=[O:37])[NH:12][C:11]=2[CH:10]=1, predict the reactants needed to synthesize it. The reactants are: FC(F)(F)C(O)=O.[Cl:8][C:9]1[S:16][C:15]2[C:14]3([CH:20]([C:21]4[CH:26]=[CH:25][CH:24]=[C:23]([Cl:27])[C:22]=4[F:28])[CH:19]([C:29](O)=[O:30])[NH:18][CH:17]3[CH2:32][C:33]([CH3:36])([CH3:35])[CH3:34])[C:13](=[O:37])[NH:12][C:11]=2[CH:10]=1.C(N(C(C)C)CC)(C)C.C1(P(Cl)(C2C=CC=CC=2)=O)C=CC=CC=1.[Si]([O:69][CH2:70][CH2:71][O:72][C:73]1[CH:79]=[CH:78][C:76]([NH2:77])=[C:75]([O:80][CH3:81])[CH:74]=1)(C(C)(C)C)(C)C.Cl. (4) Given the product [Br:5][C:6]1[C:14]([CH3:15])=[CH:13][CH:12]=[CH:11][C:7]=1[C:8]1[O:10][C:31]([CH3:32])=[CH:30][N:33]=1, predict the reactants needed to synthesize it. The reactants are: S(Cl)(Cl)=O.[Br:5][C:6]1[C:14]([CH3:15])=[CH:13][CH:12]=[CH:11][C:7]=1[C:8]([OH:10])=O.CN(C=O)C.CCN(C(C)C)C(C)C.[CH2:30]([NH2:33])[C:31]#[CH:32].[H-].[Na+]. (5) Given the product [N:4]1([CH:20]([CH:17]2[CH2:16][CH2:15][C:14]3([O:10][CH2:11][CH2:12][O:13]3)[CH2:19][CH2:18]2)[C:1]#[N:2])[CH2:9][CH2:8][CH2:7][CH2:6][CH2:5]1, predict the reactants needed to synthesize it. The reactants are: [C-:1]#[N:2].[K+].[NH:4]1[CH2:9][CH2:8][CH2:7][CH2:6][CH2:5]1.[O:10]1[C:14]2([CH2:19][CH2:18][CH:17]([CH:20]=O)[CH2:16][CH2:15]2)[O:13][CH2:12][CH2:11]1.C(OCC)(=O)C. (6) Given the product [NH2:19][C:16]1[CH:15]=[CH:14][CH:13]=[C:12]2[C:17]=1[CH:18]=[C:9]([N:6]1[CH2:7][CH2:8][CH:3]([N:2]([CH3:23])[CH3:1])[CH2:4][CH2:5]1)[NH:10][C:11]2=[O:22], predict the reactants needed to synthesize it. The reactants are: [CH3:1][N:2]([CH3:23])[CH:3]1[CH2:8][CH2:7][N:6]([C:9]2[NH:10][C:11](=[O:22])[C:12]3[C:17]([CH:18]=2)=[C:16]([N+:19]([O-])=O)[CH:15]=[CH:14][CH:13]=3)[CH2:5][CH2:4]1. (7) Given the product [CH2:15]([O:17][P:18]([CH:8]1[C:6](=[O:7])[NH:5][C:3](=[O:4])[N:2]1[CH3:1])(=[O:22])[O:19][CH2:20][CH3:21])[CH3:16], predict the reactants needed to synthesize it. The reactants are: [CH3:1][N:2]1[CH2:8][C:6](=[O:7])[NH:5][C:3]1=[O:4].C(O)(=O)C.BrBr.[CH2:15]([O:17][P:18]([O:22]CC)[O:19][CH2:20][CH3:21])[CH3:16]. (8) Given the product [CH:1]1([NH:4][CH:5]2[CH2:10][CH2:9][CH2:8][CH2:7][CH2:6]2)[CH2:3][CH2:2]1, predict the reactants needed to synthesize it. The reactants are: [CH:1]1([NH2:4])[CH2:3][CH2:2]1.[C:5]1(=O)[CH2:10][CH2:9][CH2:8][CH2:7][CH2:6]1.C(O[BH-](OC(=O)C)OC(=O)C)(=O)C.[Na+]. (9) Given the product [C:39]([N:6]1[CH2:5][C:4]([CH2:3][C:1]#[N:2])([N:8]2[CH2:9][CH2:10][CH:11]([NH:14][C@@H:21]3[CH2:23][C@H:22]3[C:24]3[CH:25]=[CH:26][CH:27]=[CH:28][CH:29]=3)[CH2:12][CH2:13]2)[CH2:7]1)(=[O:41])[CH3:40], predict the reactants needed to synthesize it. The reactants are: [C:1]([CH2:3][C:4]1([N:8]2[CH2:13][CH2:12][CH:11]([N:14]([C@@H:21]3[CH2:23][C@H:22]3[C:24]3[CH:29]=[CH:28][CH:27]=[CH:26][CH:25]=3)C(=O)C(F)(F)F)[CH2:10][CH2:9]2)[CH2:7][NH:6][CH2:5]1)#[N:2].CCN(C(C)C)C(C)C.[C:39](Cl)(=[O:41])[CH3:40].[OH-].[Na+].O.